From a dataset of Forward reaction prediction with 1.9M reactions from USPTO patents (1976-2016). Predict the product of the given reaction. (1) Given the reactants Br[CH2:2][C:3]([C:5]1[S:6][C:7]([Cl:10])=[CH:8][CH:9]=1)=O.[N:11]1[CH:16]=[C:15]([N:17]=[C:18]([NH2:34])[C:19]2[CH:24]=[CH:23][C:22]([N:25]3[C:29]4=[N:30][CH:31]=[CH:32][CH:33]=[C:28]4[CH:27]=[CH:26]3)=[CH:21][CH:20]=2)[CH:14]=[N:13][CH:12]=1.C([O-])(O)=O.[Na+].CC(O)C, predict the reaction product. The product is: [Cl:10][C:7]1[S:6][C:5]([C:3]2[N:34]=[C:18]([C:19]3[CH:24]=[CH:23][C:22]([N:25]4[C:29]5=[N:30][CH:31]=[CH:32][CH:33]=[C:28]5[CH:27]=[CH:26]4)=[CH:21][CH:20]=3)[N:17]([C:15]3[CH:16]=[N:11][CH:12]=[N:13][CH:14]=3)[CH:2]=2)=[CH:9][CH:8]=1. (2) Given the reactants CO[C:3](=[O:12])[C:4]1[CH:9]=[C:8](Br)[C:7](Cl)=[N:6][CH:5]=1.[NH:13]1[CH2:18][CH2:17][CH2:16][CH2:15][CH2:14]1.[Cl:19][C:20]1[CH:25]=[CH:24][C:23](B(O)O)=[CH:22][CH:21]=1.[NH2:29][CH2:30][C:31]([CH:34]1[CH2:36][CH2:35]1)([OH:33])[CH3:32], predict the reaction product. The product is: [CH:34]1([C:31]([OH:33])([CH3:32])[CH2:30][NH:29][C:3]([C:4]2[CH:9]=[C:8]([C:23]3[CH:24]=[CH:25][C:20]([Cl:19])=[CH:21][CH:22]=3)[C:7]([N:13]3[CH2:18][CH2:17][CH2:16][CH2:15][CH2:14]3)=[N:6][CH:5]=2)=[O:12])[CH2:36][CH2:35]1.